From a dataset of Full USPTO retrosynthesis dataset with 1.9M reactions from patents (1976-2016). Predict the reactants needed to synthesize the given product. (1) Given the product [CH3:16][C@@H:17]1[CH2:22][CH2:21][C@H:20]([NH:1][C:2]2[CH:3]=[C:4]3[C:9](=[CH:10][CH:11]=2)[CH:8]=[C:7]([C:12]([O:14][CH3:15])=[O:13])[CH:6]=[CH:5]3)[CH2:19][CH2:18]1, predict the reactants needed to synthesize it. The reactants are: [NH2:1][C:2]1[CH:3]=[C:4]2[C:9](=[CH:10][CH:11]=1)[CH:8]=[C:7]([C:12]([O:14][CH3:15])=[O:13])[CH:6]=[CH:5]2.[CH3:16][CH:17]1[CH2:22][CH2:21][C:20](=O)[CH2:19][CH2:18]1.CC(O)=O. (2) The reactants are: C[Si]([N:5]=[C:6]=[O:7])(C)C.Cl.Cl.[C:10]([C:13]1[CH:17]=[C:16]([C:18]2[CH:27]=[CH:26][C:21]([O:22][CH2:23][CH2:24][NH2:25])=[CH:20][CH:19]=2)[N:15]([C:28]2[CH:29]=[N:30][C:31]([O:34][CH3:35])=[CH:32][CH:33]=2)[N:14]=1)([CH3:12])=[CH2:11]. Given the product [C:10]([C:13]1[CH:17]=[C:16]([C:18]2[CH:19]=[CH:20][C:21]([O:22][CH2:23][CH2:24][NH:25][C:6]([NH2:5])=[O:7])=[CH:26][CH:27]=2)[N:15]([C:28]2[CH:29]=[N:30][C:31]([O:34][CH3:35])=[CH:32][CH:33]=2)[N:14]=1)([CH3:12])=[CH2:11], predict the reactants needed to synthesize it. (3) Given the product [Br-:23].[Br:23][C:24]1[CH:25]=[CH:26][C:27]([CH2:30][O:31][CH2:32][CH2:33][N+:1]23[CH2:6][CH2:5][C:4]([C:9]([OH:10])([C:17]4[CH:22]=[CH:21][CH:20]=[CH:19][CH:18]=4)[C:11]4[CH:12]=[CH:13][CH:14]=[CH:15][CH:16]=4)([CH2:3][CH2:2]2)[CH2:7][CH2:8]3)=[CH:28][CH:29]=1, predict the reactants needed to synthesize it. The reactants are: [N:1]12[CH2:8][CH2:7][C:4]([C:9]([C:17]3[CH:22]=[CH:21][CH:20]=[CH:19][CH:18]=3)([C:11]3[CH:16]=[CH:15][CH:14]=[CH:13][CH:12]=3)[OH:10])([CH2:5][CH2:6]1)[CH2:3][CH2:2]2.[Br:23][C:24]1[CH:29]=[CH:28][C:27]([CH2:30][O:31][CH2:32][CH2:33]Br)=[CH:26][CH:25]=1.